Predict which catalyst facilitates the given reaction. From a dataset of Catalyst prediction with 721,799 reactions and 888 catalyst types from USPTO. (1) Reactant: [C:1]([O:5][C:6](=[O:14])[NH:7][C:8]([CH3:13])([CH3:12])[CH2:9][CH:10]=O)([CH3:4])([CH3:3])[CH3:2].[NH2:15][CH:16]([C:19]1[N:24]([CH2:25][C:26]2[CH:31]=[CH:30][CH:29]=[CH:28][CH:27]=2)[C:23](=[O:32])[C:22]2=[CH:33][CH:34]=[CH:35][N:21]2[N:20]=1)[CH2:17][CH3:18].[BH-](OC(C)=O)(OC(C)=O)OC(C)=O.[Na+]. Product: [C:1]([O:5][C:6](=[O:14])[NH:7][C:8]([CH3:13])([CH3:12])[CH2:9][CH2:10][NH:15][CH:16]([C:19]1[N:24]([CH2:25][C:26]2[CH:27]=[CH:28][CH:29]=[CH:30][CH:31]=2)[C:23](=[O:32])[C:22]2=[CH:33][CH:34]=[CH:35][N:21]2[N:20]=1)[CH2:17][CH3:18])([CH3:4])([CH3:3])[CH3:2]. The catalyst class is: 5. (2) Reactant: [Cl:1][C:2]1[CH:3]=[C:4]([C:8]2[N:9]=[C:10]([C:13]3[CH:18]=[CH:17][C:16]([NH2:19])=[CH:15][CH:14]=3)[O:11][CH:12]=2)[CH:5]=[CH:6][CH:7]=1.ClCCl.[C:23](Cl)(=[O:30])[C:24]1[CH:29]=[CH:28][CH:27]=[CH:26][CH:25]=1.N1C=CC=CC=1. Product: [Cl:1][C:2]1[CH:3]=[C:4]([C:8]2[N:9]=[C:10]([C:13]3[CH:18]=[CH:17][C:16]([NH:19][C:23](=[O:30])[C:24]4[CH:29]=[CH:28][CH:27]=[CH:26][CH:25]=4)=[CH:15][CH:14]=3)[O:11][CH:12]=2)[CH:5]=[CH:6][CH:7]=1. The catalyst class is: 13. (3) Reactant: [CH3:1][O:2][C:3](=[O:22])[C@@H:4]1[CH2:8][CH2:7][CH2:6][N:5]1[CH2:9][C:10]1[S:11][C:12]([C:15]([O:17][C:18]([CH3:21])([CH3:20])C)=[O:16])=[CH:13][CH:14]=1.[F:23][C:24]([F:29])([F:28])[C:25]([OH:27])=[O:26].Cl.OC1C=[CH:39][C:35]([C:36]([NH2:38])=[NH:37])=[CH:34]C=1.CCN=C=NCCCN(C)C.Cl. Product: [F:23][C:24]([F:29])([F:28])[C:25]([OH:27])=[O:26].[F:23][C:24]([F:29])([F:28])[C:25]([OH:27])=[O:26].[F:23][C:24]([F:29])([F:28])[C:25]([OH:27])=[O:26].[CH3:1][O:2][C:3](=[O:22])[C@@H:4]1[CH2:8][CH2:7][CH2:6][N:5]1[CH2:9][C:10]1[S:11][C:12]([C:15]([O:17][C:18]2[CH:20]=[CH:39][C:35]([C:36](=[NH:37])[NH2:38])=[CH:34][CH:21]=2)=[O:16])=[CH:13][CH:14]=1. The catalyst class is: 17. (4) Reactant: CC1C=CC(S(Cl)(=O)=O)=CC=1.[CH2:12]([OH:20])[CH2:13][C:14]#[C:15][CH2:16][CH2:17][CH2:18][CH3:19].N1C=CC=CC=1.CC1C=CC(S(OCCC#CCCCC)(=O)=O)=CC=1.[O:46]=[CH:47][C:48]1[CH:56]=[CH:55][C:53](O)=[C:50]([O:51][CH3:52])[CH:49]=1. Product: [CH3:52][O:51][C:50]1[CH:49]=[C:48]([CH:56]=[CH:55][C:53]=1[O:20][CH2:12][CH2:13][C:14]#[C:15][CH2:16][CH2:17][CH2:18][CH3:19])[CH:47]=[O:46]. The catalyst class is: 2. (5) Reactant: C(O[C:4](=[O:6])C)=O.C(O)=O.[C@H:10]1([NH2:20])[C:19]2[C:14](=[CH:15][CH:16]=[CH:17][CH:18]=2)[CH2:13][CH2:12][CH2:11]1. Product: [C@H:10]1([NH:20][CH:4]=[O:6])[C:19]2[C:14](=[CH:15][CH:16]=[CH:17][CH:18]=2)[CH2:13][CH2:12][CH2:11]1. The catalyst class is: 28. (6) Reactant: [F:1][C:2]1[CH:3]=[N:4][C:5]([CH:8](O)[CH3:9])=[N:6][CH:7]=1.C(N(CC)CC)C.CS(Cl)(=O)=O.[N-:23]=[N+:24]=[N-:25].[Na+]. Product: [N:23]([CH:8]([C:5]1[N:4]=[CH:3][C:2]([F:1])=[CH:7][N:6]=1)[CH3:9])=[N+:24]=[N-:25]. The catalyst class is: 2. (7) Reactant: [C:1]([C:4]1[CH:12]=[CH:11][C:7]([C:8]([OH:10])=[O:9])=[CH:6][N:5]=1)#[C:2][CH3:3].C(N(CC)CC)C. Product: [CH2:1]([C:4]1[CH:12]=[CH:11][C:7]([C:8]([OH:10])=[O:9])=[CH:6][N:5]=1)[CH2:2][CH3:3]. The catalyst class is: 50. (8) Reactant: [S:1]1[CH:5]=[CH:4][CH:3]=[C:2]1[CH:6]=O.[CH3:8][O:9][CH:10]([O:13][CH3:14])[CH2:11][NH2:12].O.C1(C)C=CC(S(O)(=O)=O)=CC=1.[BH4-].[Na+]. Product: [CH3:8][O:9][CH:10]([O:13][CH3:14])[CH2:11][NH:12][CH2:6][C:2]1[S:1][CH:5]=[CH:4][CH:3]=1. The catalyst class is: 8. (9) Product: [CH2:1]([O:26][C:23]1[CH:22]=[CH:21][C:20]([CH2:19][CH2:18][NH:17][C:16](=[O:27])[O:15][C:11]([CH3:13])([CH3:12])[CH3:14])=[CH:25][CH:24]=1)[CH:2]=[CH2:3]. The catalyst class is: 10. Reactant: [CH2:1](Br)[CH:2]=[CH2:3].C(=O)([O-])[O-].[K+].[K+].[C:11]([O:15][C:16](=[O:27])[NH:17][CH2:18][CH2:19][C:20]1[CH:25]=[CH:24][C:23]([OH:26])=[CH:22][CH:21]=1)([CH3:14])([CH3:13])[CH3:12]. (10) Product: [CH3:19][O:18][C:14]1[CH:13]=[C:12]([CH:17]=[CH:16][CH:15]=1)[O:11][CH2:10][C:9]1[N:21]([CH2:22][CH:23]([CH3:25])[CH3:24])[C:4]2[CH:3]=[C:2]([OH:1])[CH:7]=[CH:6][C:5]=2[N:8]=1. The catalyst class is: 52. Reactant: [OH:1][C:2]1[CH:7]=[CH:6][C:5]([NH:8][C:9](=O)[CH2:10][O:11][C:12]2[CH:17]=[CH:16][CH:15]=[C:14]([O:18][CH3:19])[CH:13]=2)=[C:4]([NH:21][CH2:22][CH:23]([CH3:25])[CH3:24])[CH:3]=1.